The task is: Predict the reaction yield, written as a fraction of the theoretical maximum amount of product (1.0 means a 100% yield; for example, 0.34 means a 34% yield).. This data is from Reaction yield outcomes from USPTO patents with 853,638 reactions. (1) The reactants are [CH2:1]([N:3]1[C:7]([NH2:8])=[CH:6][C:5]([C:9]2[CH:14]=[CH:13][N:12]=[CH:11][CH:10]=2)=[N:4]1)[CH3:2].[C:15]([NH:22][C@H:23]([C:31](O)=[O:32])[CH2:24][C:25]1[CH:30]=[CH:29][CH:28]=[CH:27][CH:26]=1)([O:17][C:18]([CH3:21])([CH3:20])[CH3:19])=[O:16].C(Cl)CCl. The catalyst is CN(C)C1C=CN=CC=1.ClCCl. The product is [CH2:1]([N:3]1[C:7]([NH:8][C:31](=[O:32])[C@@H:23]([NH:22][C:15](=[O:16])[O:17][C:18]([CH3:19])([CH3:20])[CH3:21])[CH2:24][C:25]2[CH:30]=[CH:29][CH:28]=[CH:27][CH:26]=2)=[CH:6][C:5]([C:9]2[CH:14]=[CH:13][N:12]=[CH:11][CH:10]=2)=[N:4]1)[CH3:2]. The yield is 0.870. (2) The reactants are [CH2:1]([O:3][C@@H:4]([CH2:17][C:18]1[CH:23]=[CH:22][C:21]([O:24][CH2:25][CH2:26][C:27]2[CH:32]=[CH:31][C:30]([O:33][S:34]([CH3:37])(=[O:36])=[O:35])=[CH:29][CH:28]=2)=[CH:20][CH:19]=1)[C:5](N[C@H](C1C=CC=CC=1)CO)=[O:6])[CH3:2].S(=O)(=O)(O)[OH:39].O1CCOCC1. The catalyst is O. The product is [CH2:1]([O:3][C@@H:4]([CH2:17][C:18]1[CH:19]=[CH:20][C:21]([O:24][CH2:25][CH2:26][C:27]2[CH:28]=[CH:29][C:30]([O:33][S:34]([CH3:37])(=[O:35])=[O:36])=[CH:31][CH:32]=2)=[CH:22][CH:23]=1)[C:5]([OH:6])=[O:39])[CH3:2]. The yield is 0.790. (3) The reactants are [Cl:1][C:2]1[CH:7]=[CH:6][N:5]=[C:4]([C:8](O)=[O:9])[CH:3]=1.[NH2:11][C:12]1[N:17]=[C:16]([C:18]([O:20][CH3:21])=[O:19])[CH:15]=[CH:14][CH:13]=1.F[P-](F)(F)(F)(F)F.N1(OC(N(C)C)=[N+](C)C)C2N=CC=CC=2N=N1.CN1CCOCC1. The catalyst is CN(C)C=O. The product is [CH3:21][O:20][C:18]([C:16]1[CH:15]=[CH:14][CH:13]=[C:12]([NH:11][C:8]([C:4]2[CH:3]=[C:2]([Cl:1])[CH:7]=[CH:6][N:5]=2)=[O:9])[N:17]=1)=[O:19]. The yield is 0.930. (4) The catalyst is C(O)C. The product is [CH:8]([C:7]1[CH:6]=[N:5][N:4]2[C:13]([OH:14])=[CH:12][C:11]([OH:18])=[N:2][C:3]=12)([CH3:10])[CH3:9]. The yield is 0.570. The reactants are [Na].[NH2:2][C:3]1[C:7]([CH:8]([CH3:10])[CH3:9])=[CH:6][NH:5][N:4]=1.[C:11](OCC)(=[O:18])[CH2:12][C:13](OCC)=[O:14]. (5) The reactants are C(OC(=O)[NH:7][C:8]1[CH:13]=[CH:12][C:11]([NH:14][C:15]2[S:16][C:17]([NH:23][C:24](=[O:35])[C:25]3[CH:30]=[CH:29][C:28]([NH:31][C:32](=[O:34])[CH3:33])=[CH:27][CH:26]=3)=[C:18]([C:20](=[O:22])[NH2:21])[N:19]=2)=[CH:10][CH:9]=1)(C)(C)C. The catalyst is Cl.O1CCOCC1. The product is [C:32]([NH:31][C:28]1[CH:29]=[CH:30][C:25]([C:24]([NH:23][C:17]2[S:16][C:15]([NH:14][C:11]3[CH:12]=[CH:13][C:8]([NH2:7])=[CH:9][CH:10]=3)=[N:19][C:18]=2[C:20]([NH2:21])=[O:22])=[O:35])=[CH:26][CH:27]=1)(=[O:34])[CH3:33]. The yield is 0.980. (6) The reactants are [Cl:1][C:2]1[C:3]([F:28])=[C:4]([CH:8]2[C:12]([C:15]3[CH:20]=[CH:19][C:18]([Cl:21])=[CH:17][C:16]=3[F:22])([C:13]#[N:14])[CH:11]([CH2:23][C:24]([CH3:27])([CH3:26])[CH3:25])[CH2:10][NH:9]2)[CH:5]=[CH:6][CH:7]=1.[CH3:29][O:30][C:31](=[O:41])[C:32]1[CH:37]=[CH:36][C:35]([N:38]=[C:39]=[O:40])=[CH:34][CH:33]=1. The catalyst is C(Cl)Cl. The product is [CH3:29][O:30][C:31](=[O:41])[C:32]1[CH:33]=[CH:34][C:35]([NH:38][C:39]([N:9]2[CH2:10][C@@H:11]([CH2:23][C:24]([CH3:25])([CH3:27])[CH3:26])[C@@:12]([C:15]3[CH:20]=[CH:19][C:18]([Cl:21])=[CH:17][C:16]=3[F:22])([C:13]#[N:14])[C@H:8]2[C:4]2[CH:5]=[CH:6][CH:7]=[C:2]([Cl:1])[C:3]=2[F:28])=[O:40])=[CH:36][CH:37]=1. The yield is 0.747. (7) The reactants are [CH:1]([N:4]1[CH:8]=[C:7]([C:9]2[CH:14]=[CH:13][N:12]=[C:11]([NH2:15])[CH:10]=2)[C:6]([C:16]2[CH:17]=[C:18]3[CH:24]=[CH:23][NH:22][C:19]3=[N:20][CH:21]=2)=[N:5]1)([CH3:3])[CH3:2].[Cl:25]N1C(=O)CCC1=O. The catalyst is C(Cl)Cl. The product is [Cl:25][C:24]1[C:18]2[C:19](=[N:20][CH:21]=[C:16]([C:6]3[C:7]([C:9]4[CH:14]=[CH:13][N:12]=[C:11]([NH2:15])[CH:10]=4)=[CH:8][N:4]([CH:1]([CH3:3])[CH3:2])[N:5]=3)[CH:17]=2)[NH:22][CH:23]=1. The yield is 0.310. (8) The reactants are [CH2:1]([O:3][C:4]([C@:6]1([NH:18][C:19]([O:21][C:22]([CH3:25])([CH3:24])[CH3:23])=[O:20])[CH2:11][C@H:10]([OH:12])[C@@H:9]2[C@H:7]1[C@H:8]2[C:13]([O:15][CH2:16][CH3:17])=[O:14])=[O:5])[CH3:2].N1C=CC=CC=1.[C:32](OC(=O)C)(=[O:34])[CH3:33].C(O)(=O)CC(CC(O)=O)(C(O)=O)O. The catalyst is CN(C1C=CN=CC=1)C.ClCCl. The product is [CH2:1]([O:3][C:4]([C@:6]1([NH:18][C:19]([O:21][C:22]([CH3:23])([CH3:25])[CH3:24])=[O:20])[CH2:11][C@H:10]([O:12][C:32](=[O:34])[CH3:33])[C@@H:9]2[C@H:7]1[C@H:8]2[C:13]([O:15][CH2:16][CH3:17])=[O:14])=[O:5])[CH3:2]. The yield is 0.750. (9) The reactants are [CH:1]([C:13]([O:15]CC)=O)([C:8](OCC)=[O:9])[CH2:2][C:3]([O:5][CH2:6][CH3:7])=[O:4].C(O)(=O)C.[CH:22]([NH2:24])=[NH:23].Cl. The catalyst is C[O-].[Na+].CO. The product is [OH:15][C:13]1[C:1]([CH2:2][C:3]([O:5][CH2:6][CH3:7])=[O:4])=[C:8]([OH:9])[N:24]=[CH:22][N:23]=1. The yield is 0.766. (10) The reactants are [C:1]([O:5][C:6]([N:8]([CH3:14])[CH2:9][CH2:10][C:11]([OH:13])=[O:12])=[O:7])([CH3:4])([CH3:3])[CH3:2].[C:15]([O-])([O-])=O.[K+].[K+].CI. The catalyst is CN(C=O)C. The product is [C:1]([O:5][C:6]([N:8]([CH3:14])[CH2:9][CH2:10][C:11]([O:13][CH3:15])=[O:12])=[O:7])([CH3:4])([CH3:3])[CH3:2]. The yield is 0.920.